From a dataset of Forward reaction prediction with 1.9M reactions from USPTO patents (1976-2016). Predict the product of the given reaction. (1) Given the reactants [Cl:1][C:2]1[N:7]=[CH:6][C:5]([C:8]2[CH2:9][CH2:10][C:11](=[O:14])[NH:12][N:13]=2)=[CH:4][CH:3]=1.Br[C:16]1[CH:21]=[CH:20][CH:19]=[CH:18][N:17]=1.C(=O)([O-])[O-].[K+].[K+], predict the reaction product. The product is: [Cl:1][C:2]1[N:7]=[CH:6][C:5]([C:8]2[CH:9]=[CH:10][C:11](=[O:14])[N:12]([C:16]3[CH:21]=[CH:20][CH:19]=[CH:18][N:17]=3)[N:13]=2)=[CH:4][CH:3]=1. (2) Given the reactants [NH2:1][C:2]1[CH:16]=[CH:15][C:5]([C:6]([C:8]2[CH:13]=[CH:12][C:11]([NH2:14])=[CH:10][CH:9]=2)=[O:7])=[CH:4][CH:3]=1.[N:17]1([C:23]2[CH:31]=[CH:30][C:26]([C:27]([O-])=[O:28])=[CH:25][CH:24]=2)[CH2:22][CH2:21][O:20][CH2:19][CH2:18]1, predict the reaction product. The product is: [C:6]([C:8]1[CH:13]=[CH:12][C:11]([NH:14][C:27](=[O:28])[C:26]2[CH:30]=[CH:31][C:23]([N:17]3[CH2:22][CH2:21][O:20][CH2:19][CH2:18]3)=[CH:24][CH:25]=2)=[CH:10][CH:9]=1)([C:5]1[CH:15]=[CH:16][C:2]([NH:1][C:27](=[O:28])[C:26]2[CH:25]=[CH:24][C:23]([N:17]3[CH2:22][CH2:21][O:20][CH2:19][CH2:18]3)=[CH:31][CH:30]=2)=[CH:3][CH:4]=1)=[O:7]. (3) Given the reactants [NH2:1][C:2]1[CH:7]=[CH:6][C:5]([CH:8]2[CH2:13][C:12](=[O:14])[N:11]([CH3:15])[C:10](=[O:16])[CH2:9]2)=[CH:4][C:3]=1[C:17]1[CH2:22][CH2:21][CH2:20][CH2:19][CH:18]=1.C1CN([P+](Br)(N2CCCC2)N2CCCC2)CC1.F[P-](F)(F)(F)(F)F.[K+].[C:48]([C:50]1[N:51]=[C:52]([C:63]([O-])=[O:64])[N:53]([CH2:55][O:56][CH2:57][CH2:58][Si:59]([CH3:62])([CH3:61])[CH3:60])[CH:54]=1)#[N:49].CCN(C(C)C)C(C)C, predict the reaction product. The product is: [C:17]1([C:3]2[CH:4]=[C:5]([CH:8]3[CH2:9][C:10](=[O:16])[N:11]([CH3:15])[C:12](=[O:14])[CH2:13]3)[CH:6]=[CH:7][C:2]=2[NH:1][C:63]([C:52]2[N:53]([CH2:55][O:56][CH2:57][CH2:58][Si:59]([CH3:62])([CH3:61])[CH3:60])[CH:54]=[C:50]([C:48]#[N:49])[N:51]=2)=[O:64])[CH2:22][CH2:21][CH2:20][CH2:19][CH:18]=1. (4) Given the reactants [Br:1][C:2]1[CH:3]=[C:4]([O:11][CH2:12][C@@H:13]2[CH2:17][CH2:16][N:15]([C:18]([O:20][C:21]([CH3:24])([CH3:23])[CH3:22])=[O:19])[CH2:14]2)[C:5]([C:9]#[N:10])=[N:6][C:7]=1[Cl:8].[H-].[CH2:26]([Al+]CC(C)C)C(C)C.C(OC(=O)C)=O.P(Cl)(Cl)(Cl)=O.C(N(CC)CC)C, predict the reaction product. The product is: [Br:1][C:2]1[CH:3]=[C:4]([O:11][CH2:12][C@@H:13]2[CH2:17][CH2:16][N:15]([C:18]([O:20][C:21]([CH3:24])([CH3:23])[CH3:22])=[O:19])[CH2:14]2)[C:5]2[N:6]([CH:26]=[N:10][CH:9]=2)[C:7]=1[Cl:8]. (5) Given the reactants [NH2:1][C:2]1[CH:3]=[C:4]([CH:9]=[CH:10][C:11]=1[NH:12][CH2:13][C:14]1[CH:19]=[CH:18][C:17]([Br:20])=[CH:16][CH:15]=1)[C:5]([O:7][CH3:8])=[O:6].[CH3:21]C1C=CC(S([O-])(=O)=O)=CC=1.C1C=C[NH+]=CC=1, predict the reaction product. The product is: [Br:20][C:17]1[CH:18]=[CH:19][C:14]([CH2:13][N:12]2[C:11]3[CH:10]=[CH:9][C:4]([C:5]([O:7][CH3:8])=[O:6])=[CH:3][C:2]=3[N:1]=[CH:21]2)=[CH:15][CH:16]=1. (6) Given the reactants I[C:2]1[CH:3]=[C:4]([C:8]2[O:12][N:11]=[C:10]([CH2:13][S:14][C:15]3[N:19]([CH3:20])[C:18]([C:21]4[S:22][CH:23]=[CH:24][CH:25]=4)=[N:17][N:16]=3)[N:9]=2)[CH:5]=[CH:6][CH:7]=1.[O:26]1[CH:30]=[CH:29][C:28](B(O)O)=[CH:27]1.COCCOC.C(=O)([O-])[O-].[Na+].[Na+], predict the reaction product. The product is: [O:26]1[CH:30]=[CH:29][C:28]([C:2]2[CH:3]=[C:4]([C:8]3[O:12][N:11]=[C:10]([CH2:13][S:14][C:15]4[N:19]([CH3:20])[C:18]([C:21]5[S:22][CH:23]=[CH:24][CH:25]=5)=[N:17][N:16]=4)[N:9]=3)[CH:5]=[CH:6][CH:7]=2)=[CH:27]1. (7) Given the reactants [Mg+2].[Br-].[Br-].[O:4]=[C:5]1[C:10]2=[CH:11][C:12]([CH:14]=[O:15])=[N:13][N:9]2[CH2:8][CH2:7][O:6]1.[N+:16]([C:19]1[CH:37]=[CH:36][C:22]([CH2:23][O:24][C:25]([C:27]2[N:28]3[C@H:31]([S:32][CH:33]=2)[C@@H:30]([Br:34])[C:29]3=[O:35])=[O:26])=[CH:21][CH:20]=1)([O-:18])=[O:17].C(N(CC)CC)C.[C:45](OC(=O)C)(=[O:47])[CH3:46], predict the reaction product. The product is: [C:45]([O:15][CH:14]([C:12]1[CH:11]=[C:10]2[C:5](=[O:4])[O:6][CH2:7][CH2:8][N:9]2[N:13]=1)[C:30]1([Br:34])[C:29](=[O:35])[N:28]2[C@@H:31]1[S:32][CH:33]=[C:27]2[C:25]([O:24][CH2:23][C:22]1[CH:36]=[CH:37][C:19]([N+:16]([O-:18])=[O:17])=[CH:20][CH:21]=1)=[O:26])(=[O:47])[CH3:46].